From a dataset of Serine/threonine kinase 33 screen with 319,792 compounds. Binary Classification. Given a drug SMILES string, predict its activity (active/inactive) in a high-throughput screening assay against a specified biological target. (1) The result is 0 (inactive). The molecule is S(=O)(=O)(N1N=C(CC1c1c(OC)c(OC)ccc1)c1ccccc1)c1ccc(cc1)C. (2) The compound is s1c(CN2CCC(CC2)C(=O)N2CCN(CC2)Cc2cc3OCOc3cc2)ccc1. The result is 0 (inactive). (3) The compound is N(C1CCCCCC1)c1ncccn1. The result is 0 (inactive). (4) The compound is S(CC(=O)N(CC(=O)Nc1c(OC)cccc1)CC)Cc1c(onc1C)C. The result is 0 (inactive). (5) The drug is O(C(=O)c1c(N(C)C)nc(nc1)c1ccccc1)CC. The result is 0 (inactive). (6) The drug is Clc1c(CSc2sc(NC(=O)c3c(c([N+]([O-])=O)ccc3)C)nn2)cccc1. The result is 0 (inactive). (7) The drug is s1c(Nc2cccnc2)nc(c2cccnc2)c1. The result is 1 (active).